Dataset: Catalyst prediction with 721,799 reactions and 888 catalyst types from USPTO. Task: Predict which catalyst facilitates the given reaction. (1) Reactant: C([Mg]Cl)(C)C.[CH3:6][O:7][C:8](=[O:17])[C:9]1[CH:14]=[C:13](I)[CH:12]=[CH:11][C:10]=1[Br:16].[Cl:18][C:19]1[CH:24]=[CH:23][C:22]([N:25]([CH3:34])[C:26]2[CH:27]=[CH:28][C:29]([CH:32]=[O:33])=[N:30][CH:31]=2)=[CH:21][CH:20]=1.[NH4+].[Cl-]. Product: [CH3:6][O:7][C:8](=[O:17])[C:9]1[CH:14]=[C:13]([CH:32]([C:29]2[CH:28]=[CH:27][C:26]([N:25]([C:22]3[CH:21]=[CH:20][C:19]([Cl:18])=[CH:24][CH:23]=3)[CH3:34])=[CH:31][N:30]=2)[OH:33])[CH:12]=[CH:11][C:10]=1[Br:16]. The catalyst class is: 1. (2) Reactant: Br[C:2]1[CH:3]=[C:4]([S:8]([N:11]2[CH2:16][CH2:15][N:14]([C:17]([O:19][C:20]([CH3:23])([CH3:22])[CH3:21])=[O:18])[CH2:13][C@@H:12]2[CH3:24])(=[O:10])=[O:9])[CH:5]=[CH:6][CH:7]=1.[CH3:25][C:26]1([CH3:42])[C:30]([CH3:32])([CH3:31])[O:29][B:28]([B:28]2[O:29][C:30]([CH3:32])([CH3:31])[C:26]([CH3:42])([CH3:25])[O:27]2)[O:27]1.C([O-])(=O)C.[K+].BrC1C=CC=CC=1S(N)(=O)=O. Product: [CH3:24][C@@H:12]1[N:11]([S:8]([C:4]2[CH:5]=[CH:6][CH:7]=[C:2]([B:28]3[O:29][C:30]([CH3:32])([CH3:31])[C:26]([CH3:42])([CH3:25])[O:27]3)[CH:3]=2)(=[O:10])=[O:9])[CH2:16][CH2:15][N:14]([C:17]([O:19][C:20]([CH3:23])([CH3:22])[CH3:21])=[O:18])[CH2:13]1. The catalyst class is: 140.